From a dataset of Forward reaction prediction with 1.9M reactions from USPTO patents (1976-2016). Predict the product of the given reaction. (1) Given the reactants [CH2:1]([CH:3]1[C:11]2[C:6](=[CH:7][CH:8]=[CH:9][CH:10]=2)[NH:5][C:4]1=[O:12])[CH3:2].Br[CH2:14][CH2:15][CH2:16][CH2:17][CH2:18][Br:19], predict the reaction product. The product is: [Br:19][CH2:18][CH2:17][CH2:16][CH2:15][CH2:14][C:3]1([CH2:1][CH3:2])[C:11]2[C:6](=[CH:7][CH:8]=[CH:9][CH:10]=2)[NH:5][C:4]1=[O:12]. (2) Given the reactants N1C=CC=CC=1.[CH3:7][S:8]([O:11]S(C)(=O)=O)(=[O:10])=[O:9].O[CH2:17][CH2:18][CH2:19][N:20]1[C:28]2[C:23](=[CH:24][CH:25]=[CH:26][CH:27]=2)[C:22]([C:29]2[C:30](=[O:54])[NH:31][C:32](=[O:53])[C:33]=2[C:34]2[C:42]3[C:37](=[CH:38][CH:39]=[CH:40][CH:41]=3)[N:36]([C:43]3[CH:52]=[CH:51][C:50]4[C:45](=[CH:46][CH:47]=[CH:48][CH:49]=4)[CH:44]=3)[CH:35]=2)=[N:21]1.Cl, predict the reaction product. The product is: [CH3:7][S:8]([O:11][CH2:17][CH2:18][CH2:19][N:20]1[C:28]2[C:23](=[CH:24][CH:25]=[CH:26][CH:27]=2)[C:22]([C:29]2[C:30](=[O:54])[NH:31][C:32](=[O:53])[C:33]=2[C:34]2[C:42]3[C:37](=[CH:38][CH:39]=[CH:40][CH:41]=3)[N:36]([C:43]3[CH:52]=[CH:51][C:50]4[C:45](=[CH:46][CH:47]=[CH:48][CH:49]=4)[CH:44]=3)[CH:35]=2)=[N:21]1)(=[O:10])=[O:9]. (3) Given the reactants [CH3:1][C:2]1[CH:6]=[C:5]([C:7]([F:10])([F:9])[F:8])[NH:4][N:3]=1.[H-].[Na+].[Br:13][C:14]1[C:15](Cl)=C[C:17]([NH:20][C:21]2[CH:26]=[C:25]([O:27][CH3:28])[CH:24]=[C:23]([O:29][CH3:30])[CH:22]=2)=[N:18][CH:19]=1.C[N:33]1C(=O)CCC1, predict the reaction product. The product is: [Br:13][C:14]1[C:19]([N:3]2[C:2]([CH3:1])=[CH:6][C:5]([C:7]([F:10])([F:9])[F:8])=[N:4]2)=[N:18][C:17]([NH:20][C:21]2[CH:22]=[C:23]([O:29][CH3:30])[CH:24]=[C:25]([O:27][CH3:28])[CH:26]=2)=[N:33][CH:15]=1. (4) Given the reactants [N+:1]([C:4]1[CH:5]=[C:6]([NH:10][C:11]([NH:13][CH2:14][C:15]([OH:17])=O)=[O:12])[CH:7]=[CH:8][CH:9]=1)([O-:3])=[O:2].Cl, predict the reaction product. The product is: [N+:1]([C:4]1[CH:5]=[C:6]([N:10]2[C:15](=[O:17])[CH2:14][NH:13][C:11]2=[O:12])[CH:7]=[CH:8][CH:9]=1)([O-:3])=[O:2]. (5) Given the reactants [CH3:1][C:2]1[N:10]([C:11]([C:13]2[CH:14]=[CH:15][C:16]([Cl:19])=[CH:17][CH:18]=2)=[O:12])[C:9]2[CH:8]=[CH:7][C:6]([O:20][CH3:21])=[CH:5][C:4]=2[C:3]=1[CH2:22][C:23]([OH:25])=[O:24].[CH3:26][N:27]([CH2:29][CH2:30][O:31][CH:32]([C:39]1[CH:40]=[CH:41][CH:42]=[CH:43][CH:44]=1)[C:33]1[CH:34]=[CH:35][CH:36]=[CH:37][CH:38]=1)[CH3:28], predict the reaction product. The product is: [CH3:1][C:2]1[N:10]([C:11]([C:13]2[CH:14]=[CH:15][C:16]([Cl:19])=[CH:17][CH:18]=2)=[O:12])[C:9]2[CH:8]=[CH:7][C:6]([O:20][CH3:21])=[CH:5][C:4]=2[C:3]=1[CH2:22][C:23]([OH:25])=[O:24].[CH3:28][N:27]([CH2:29][CH2:30][O:31][CH:32]([C:39]1[CH:44]=[CH:43][CH:42]=[CH:41][CH:40]=1)[C:33]1[CH:34]=[CH:35][CH:36]=[CH:37][CH:38]=1)[CH3:26]. (6) Given the reactants [F:1][C:2]1[CH:3]=[C:4]([NH:25][C:26]([C:28]2[C:29](=[O:41])[N:30]([C:35]3[CH:40]=[CH:39][CH:38]=[CH:37][CH:36]=3)[N:31]([CH3:34])[C:32]=2[CH3:33])=[O:27])[CH:5]=[CH:6][C:7]=1[O:8][C:9]1[C:18]2[C:13](=[CH:14][C:15]([O:19][CH2:20][C:21]([OH:24])([CH3:23])[CH3:22])=[CH:16][CH:17]=2)[N:12]=[CH:11][CH:10]=1.[ClH:42], predict the reaction product. The product is: [ClH:42].[F:1][C:2]1[CH:3]=[C:4]([NH:25][C:26]([C:28]2[C:29](=[O:41])[N:30]([C:35]3[CH:36]=[CH:37][CH:38]=[CH:39][CH:40]=3)[N:31]([CH3:34])[C:32]=2[CH3:33])=[O:27])[CH:5]=[CH:6][C:7]=1[O:8][C:9]1[C:18]2[C:13](=[CH:14][C:15]([O:19][CH2:20][C:21]([OH:24])([CH3:23])[CH3:22])=[CH:16][CH:17]=2)[N:12]=[CH:11][CH:10]=1.